Regression/Classification. Given a drug SMILES string, predict its absorption, distribution, metabolism, or excretion properties. Task type varies by dataset: regression for continuous measurements (e.g., permeability, clearance, half-life) or binary classification for categorical outcomes (e.g., BBB penetration, CYP inhibition). Dataset: hlm. From a dataset of Human liver microsome stability data. (1) The compound is COC(=O)Nc1ccc2c(c1)NC(=O)CCCC[C@H](NC(=O)C=Cc1cc(Cl)ccc1-n1cnnn1)c1nc-2c[nH]1. The result is 0 (unstable in human liver microsomes). (2) The result is 1 (stable in human liver microsomes). The drug is CNC(=O)COc1ccc2c(c1)S(=O)(=O)NC(c1c(O)c(-c3cccs3)nn(CCC(C)C)c1=O)=N2. (3) The molecule is OC[C@H]1CCCN1CCOc1ccc(C#Cc2ccc(-c3ccc(Cl)cc3)cn2)cc1. The result is 0 (unstable in human liver microsomes).